Task: Predict the reactants needed to synthesize the given product.. Dataset: Full USPTO retrosynthesis dataset with 1.9M reactions from patents (1976-2016) (1) Given the product [CH3:1][O:2][CH2:3][CH2:4][O:5][C:6]1[C:11]2[CH:12]([NH2:15])[CH2:13][O:14][C:10]=2[CH:9]=[CH:8][CH:7]=1, predict the reactants needed to synthesize it. The reactants are: [CH3:1][O:2][CH2:3][CH2:4][O:5][C:6]1[C:11]2[C:12](=[N:15]O)[CH2:13][O:14][C:10]=2[CH:9]=[CH:8][CH:7]=1. (2) Given the product [C:25]([N:29]1[CH2:34][CH2:33][CH:32]([S:35][C:2]2[CH:3]=[CH:4][C:5]3[O:14][CH2:13][CH2:12][N:11]4[CH:10]=[C:9]([C:15]5[C:16]([C:20]([F:23])([F:22])[F:21])=[N:17][NH:18][CH:19]=5)[N:8]=[C:7]4[C:6]=3[CH:24]=2)[CH2:31][CH2:30]1)([CH3:28])([CH3:26])[CH3:27], predict the reactants needed to synthesize it. The reactants are: Br[C:2]1[CH:3]=[CH:4][C:5]2[O:14][CH2:13][CH2:12][N:11]3[C:7](=[N:8][C:9]([C:15]4[C:16]([C:20]([F:23])([F:22])[F:21])=[N:17][NH:18][CH:19]=4)=[CH:10]3)[C:6]=2[CH:24]=1.[C:25]([N:29]1[CH2:34][CH2:33][CH:32]([SH:35])[CH2:31][CH2:30]1)([CH3:28])([CH3:27])[CH3:26].CC1(C)C2C(=C(P(C3C=CC=CC=3)C3C=CC=CC=3)C=CC=2)OC2C(P(C3C=CC=CC=3)C3C=CC=CC=3)=CC=CC1=2.CCN(C(C)C)C(C)C. (3) Given the product [C:25]1([C:7]2[C:8]([C:13]([O:15][CH3:16])=[O:14])=[N:9][CH:10]=[CH:11][CH:12]=2)[CH:30]=[CH:29][CH:28]=[CH:27][CH:26]=1, predict the reactants needed to synthesize it. The reactants are: FC(F)(F)S(O[C:7]1[C:8]([C:13]([O:15][CH3:16])=[O:14])=[N:9][CH:10]=[CH:11][CH:12]=1)(=O)=O.C(=O)([O-])[O-].[K+].[K+].[C:25]1(B(O)O)[CH:30]=[CH:29][CH:28]=[CH:27][CH:26]=1.